From a dataset of Cav3 T-type calcium channel HTS with 100,875 compounds. Binary Classification. Given a drug SMILES string, predict its activity (active/inactive) in a high-throughput screening assay against a specified biological target. (1) The compound is FC(F)(F)COCc1cc(C(=O)NCCC)ccc1. The result is 0 (inactive). (2) The molecule is O(C(=O)C1CCN(C(c2n(nnn2)C2CCCCC2)c2cc3c([nH]c2=O)c(ccc3C)C)CC1)CC. The result is 0 (inactive). (3) The compound is Clc1ccc(c2nc(n(n2)C(=O)CC)NCc2ccccc2)cc1. The result is 0 (inactive). (4) The compound is Fc1ccc(c2c3n(nc2C)c(c(CCC(=O)N2CCC(CC2)Cc2ccccc2)c(n3)C)C)cc1. The result is 1 (active).